Dataset: Peptide-MHC class I binding affinity with 185,985 pairs from IEDB/IMGT. Task: Regression. Given a peptide amino acid sequence and an MHC pseudo amino acid sequence, predict their binding affinity value. This is MHC class I binding data. (1) The peptide sequence is YHSNVKEL. The MHC is HLA-B35:01 with pseudo-sequence HLA-B35:01. The binding affinity (normalized) is 0. (2) The peptide sequence is DMYFCHFYK. The MHC is HLA-B46:01 with pseudo-sequence HLA-B46:01. The binding affinity (normalized) is 0.0847. (3) The peptide sequence is KTDAGASTY. The MHC is HLA-B15:17 with pseudo-sequence HLA-B15:17. The binding affinity (normalized) is 0.659. (4) The peptide sequence is KQWRRDNRRGL. The MHC is Mamu-B03 with pseudo-sequence Mamu-B03. The binding affinity (normalized) is 0.553. (5) The peptide sequence is EAVRHFPRI. The MHC is HLA-B40:01 with pseudo-sequence HLA-B40:01. The binding affinity (normalized) is 0.